This data is from Full USPTO retrosynthesis dataset with 1.9M reactions from patents (1976-2016). The task is: Predict the reactants needed to synthesize the given product. Given the product [CH2:33]([O:34][CH2:2][CH2:3][CH2:4][S:5]([N:8]1[CH2:13][CH2:12][CH:11]([C:14]2[C:22]3[C:17](=[C:18]([C:29]([NH2:31])=[O:30])[CH:19]=[C:20]([C:23]4[CH:28]=[CH:27][CH:26]=[CH:25][CH:24]=4)[CH:21]=3)[NH:16][CH:15]=2)[CH2:10][CH2:9]1)(=[O:7])=[O:6])[CH3:32], predict the reactants needed to synthesize it. The reactants are: Cl[CH2:2][CH2:3][CH2:4][S:5]([N:8]1[CH2:13][CH2:12][CH:11]([C:14]2[C:22]3[C:17](=[C:18]([C:29]([NH2:31])=[O:30])[CH:19]=[C:20]([C:23]4[CH:28]=[CH:27][CH:26]=[CH:25][CH:24]=4)[CH:21]=3)[NH:16][CH:15]=2)[CH2:10][CH2:9]1)(=[O:7])=[O:6].[CH3:32][CH2:33][O-:34].[Na+].